This data is from Forward reaction prediction with 1.9M reactions from USPTO patents (1976-2016). The task is: Predict the product of the given reaction. (1) Given the reactants [Cl:1][C:2]1[N:3]=[C:4]([N:20]2[CH2:25][CH2:24][O:23][CH2:22][CH2:21]2)[C:5]2[S:10][C:9]([C:11]3[CH:12]=[C:13]([CH:16]=[CH:17][CH:18]=3)[CH:14]=O)=[C:8]([CH3:19])[C:6]=2[N:7]=1.[CH3:26][N:27]1[CH2:32][CH2:31][NH:30][CH2:29][CH2:28]1, predict the reaction product. The product is: [Cl:1][C:2]1[N:3]=[C:4]([N:20]2[CH2:25][CH2:24][O:23][CH2:22][CH2:21]2)[C:5]2[S:10][C:9]([C:11]3[CH:18]=[CH:17][CH:16]=[C:13]([CH2:14][N:30]4[CH2:31][CH2:32][N:27]([CH3:26])[CH2:28][CH2:29]4)[CH:12]=3)=[C:8]([CH3:19])[C:6]=2[N:7]=1. (2) Given the reactants [CH2:1]1[C:14]2[C:13]3[CH:12]=[CH:11][CH:10]=[CH:9][C:8]=3[NH:7][C:6]=2[CH:5]2[CH2:15][CH2:16][N:2]1[CH2:3][CH2:4]2.Br[C:18]1[CH:19]=[C:20]2[C:25](=[CH:26][CH:27]=1)[N:24]=[CH:23][CH:22]=[CH:21]2, predict the reaction product. The product is: [N:24]1[C:25]2[C:20](=[CH:19][C:18]([N:7]3[C:8]4[CH:9]=[CH:10][CH:11]=[CH:12][C:13]=4[C:14]4[CH2:1][N:2]5[CH2:3][CH2:4][CH:5]([C:6]3=4)[CH2:15][CH2:16]5)=[CH:27][CH:26]=2)[CH:21]=[CH:22][CH:23]=1.